Predict which catalyst facilitates the given reaction. From a dataset of Catalyst prediction with 721,799 reactions and 888 catalyst types from USPTO. Reactant: [O:1]1[CH:5]=[CH:4][CH:3]=[C:2]1[C:6]1[O:7][C:8]([CH3:33])=[C:9]([CH2:11][O:12][C:13]2[CH:30]=[CH:29][C:16]([CH2:17][O:18][C:19]3[C:23]([CH:24]=O)=[CH:22][N:21]([CH2:26][CH2:27][OH:28])[N:20]=3)=[CH:15][C:14]=2[O:31][CH3:32])[N:10]=1.[CH2:34]([P:43](=[O:50])([O:47][CH2:48][CH3:49])[O:44][CH2:45][CH3:46])P(=O)(OCC)OCC.CN(C)C=O.[H-].[Na+]. Product: [O:1]1[CH:5]=[CH:4][CH:3]=[C:2]1[C:6]1[O:7][C:8]([CH3:33])=[C:9]([CH2:11][O:12][C:13]2[CH:30]=[CH:29][C:16]([CH2:17][O:18][C:19]3[C:23](/[CH:24]=[CH:34]/[P:43](=[O:50])([O:44][CH2:45][CH3:46])[O:47][CH2:48][CH3:49])=[CH:22][N:21]([CH2:26][CH2:27][OH:28])[N:20]=3)=[CH:15][C:14]=2[O:31][CH3:32])[N:10]=1. The catalyst class is: 6.